Dataset: Catalyst prediction with 721,799 reactions and 888 catalyst types from USPTO. Task: Predict which catalyst facilitates the given reaction. (1) Reactant: CC1C=CC(S(O[CH2:12][CH:13]2[O:18][C:17]3[CH:19]=[C:20]([O:23][S:24]([C:27]([F:30])([F:29])[F:28])(=[O:26])=[O:25])[CH:21]=[CH:22][C:16]=3[O:15][CH2:14]2)(=O)=O)=CC=1.[NH:31]1[CH2:36][CH2:35][CH2:34][CH2:33][CH2:32]1. Product: [F:29][C:27]([F:28])([F:30])[S:24]([O:23][C:20]1[CH:21]=[CH:22][C:16]2[O:15][CH2:14][CH:13]([CH2:12][N:31]3[CH2:36][CH2:35][CH2:34][CH2:33][CH2:32]3)[O:18][C:17]=2[CH:19]=1)(=[O:25])=[O:26]. The catalyst class is: 10. (2) Reactant: [OH:1][C:2]1[CH:12]=[CH:11][C:10]([CH3:13])=[CH:9][C:3]=1[C:4]([O:6]CC)=[O:5].[CH2:14](Br)[CH:15]=[CH2:16].C(=O)([O-])[O-].[K+].[K+]. Product: [CH2:16]([O:1][C:2]1[CH:12]=[CH:11][C:10]([CH3:13])=[CH:9][C:3]=1[C:4]([OH:6])=[O:5])[CH:15]=[CH2:14]. The catalyst class is: 131.